From a dataset of Catalyst prediction with 721,799 reactions and 888 catalyst types from USPTO. Predict which catalyst facilitates the given reaction. (1) Reactant: [CH2:1]([O:3][C:4]1[CH:9]=[CH:8][C:7]([C:10]2[CH:15]=[CH:14][C:13]([CH2:16][CH2:17][CH:18]=[CH:19][CH:20]3[CH2:25][CH2:24][CH:23]([OH:26])[CH2:22][CH2:21]3)=[CH:12][CH:11]=2)=[C:6]([F:27])[C:5]=1[F:28])[CH3:2].CC(OI1(OC(C)=O)(OC(C)=O)OC(=O)C2C=CC=CC1=2)=O. Product: [CH2:1]([O:3][C:4]1[CH:9]=[CH:8][C:7]([C:10]2[CH:15]=[CH:14][C:13]([CH2:16][CH2:17][CH:18]=[CH:19][CH:20]3[CH2:25][CH2:24][C:23](=[O:26])[CH2:22][CH2:21]3)=[CH:12][CH:11]=2)=[C:6]([F:27])[C:5]=1[F:28])[CH3:2]. The catalyst class is: 2. (2) Reactant: [CH:1]([C:3]1[CH:11]=[CH:10][CH:9]=[CH:8][C:4]=1[C:5]([O-:7])=[O:6])=[O:2].C(=O)([O-])[O-].[K+].[K+].[CH2:18](Br)[C:19]1[CH:24]=[CH:23][CH:22]=[CH:21][CH:20]=1. Product: [CH:1]([C:3]1[CH:11]=[CH:10][CH:9]=[CH:8][C:4]=1[C:5]([O:7][CH2:18][C:19]1[CH:24]=[CH:23][CH:22]=[CH:21][CH:20]=1)=[O:6])=[O:2]. The catalyst class is: 42. (3) Reactant: [CH2:1]([S:8][C:9]1[N:14]=[C:13](Cl)[N:12]2[N:16]=[CH:17][C:18]([CH2:19][CH2:20][CH2:21][CH2:22][C:23]#[N:24])=[C:11]2[N:10]=1)[C:2]1[CH:7]=[CH:6][CH:5]=[CH:4][CH:3]=1.[CH:25]1([NH2:28])[CH2:27][CH2:26]1. Product: [CH2:1]([S:8][C:9]1[N:14]=[C:13]([NH:28][CH:25]2[CH2:27][CH2:26]2)[N:12]2[N:16]=[CH:17][C:18]([CH2:19][CH2:20][CH2:21][CH2:22][C:23]#[N:24])=[C:11]2[N:10]=1)[C:2]1[CH:7]=[CH:6][CH:5]=[CH:4][CH:3]=1. The catalyst class is: 653. (4) Reactant: Br[C:2]1[CH:6]=[C:5]([C:7]2[CH:12]=[CH:11][C:10]([C:13]([CH3:16])([CH3:15])[CH3:14])=[CH:9][CH:8]=2)[S:4][C:3]=1[C:17]1[CH:22]=[CH:21][C:20]([C:23]([CH3:26])([CH3:25])[CH3:24])=[CH:19][CH:18]=1.[Li]CCCC.F[C:33]1[C:37]([F:39])([F:38])[C:36]([F:41])([F:40])[C:35]([F:43])([F:42])[C:34]=1[C:44]1[CH:48]=[C:47]([C:49]2[CH:54]=[CH:53][C:52]([CH:55]=[CH2:56])=[CH:51][CH:50]=2)[S:46][C:45]=1[C:57]1[CH:62]=[CH:61][CH:60]=[CH:59][CH:58]=1. Product: [C:23]([C:20]1[CH:19]=[CH:18][C:17]([C:3]2[S:4][C:5]([C:7]3[CH:12]=[CH:11][C:10]([C:13]([CH3:14])([CH3:15])[CH3:16])=[CH:9][CH:8]=3)=[CH:6][C:2]=2[C:33]2[C:37]([F:39])([F:38])[C:36]([F:40])([F:41])[C:35]([F:42])([F:43])[C:34]=2[C:44]2[CH:48]=[C:47]([C:49]3[CH:54]=[CH:53][C:52]([CH:55]=[CH2:56])=[CH:51][CH:50]=3)[S:46][C:45]=2[C:57]2[CH:62]=[CH:61][CH:60]=[CH:59][CH:58]=2)=[CH:22][CH:21]=1)([CH3:25])([CH3:26])[CH3:24]. The catalyst class is: 27. (5) Product: [CH2:1]([O:3][C:4]([C:6]1[N:10]([CH2:11][C:12]2[CH:13]=[CH:14][C:15]([C:18]3[CH:23]=[CH:22][CH:21]=[CH:20][C:19]=3[C:24]3[N:28]([C:29]([C:30]4[CH:31]=[CH:32][CH:33]=[CH:34][CH:35]=4)([C:36]4[CH:41]=[CH:40][CH:39]=[CH:38][CH:37]=4)[C:42]4[CH:43]=[CH:44][CH:45]=[CH:46][CH:47]=4)[N:27]=[N:26][N:25]=3)=[CH:16][CH:17]=2)[C:9]([CH2:51][CH2:52][CH3:53])=[N:8][C:7]=1[CH:54]([S:77][CH2:76][C:73]1[CH:74]=[CH:75][C:70]([O:69][C:68]2[CH:78]=[CH:79][C:80]([N+:81]([O-:83])=[O:82])=[C:66]([N:64]([C:62]([O:61][C:57]([CH3:60])([CH3:59])[CH3:58])=[O:63])[CH3:65])[CH:67]=2)=[N:71][CH:72]=1)[CH3:55])=[O:5])[CH3:2]. Reactant: [CH2:1]([O:3][C:4]([C:6]1[N:10]([CH2:11][C:12]2[CH:17]=[CH:16][C:15]([C:18]3[CH:23]=[CH:22][CH:21]=[CH:20][C:19]=3[C:24]3[N:28]([C:29]([C:42]4[CH:47]=[CH:46][CH:45]=[CH:44][CH:43]=4)([C:36]4[CH:41]=[CH:40][CH:39]=[CH:38][CH:37]=4)[C:30]4[CH:35]=[CH:34][CH:33]=[CH:32][CH:31]=4)[N:27]=[N:26][N:25]=3)=[CH:14][CH:13]=2)[C:9]([CH2:51][CH2:52][CH3:53])(CCC)[NH:8][C:7]=1[CH:54](Cl)[CH3:55])=[O:5])[CH3:2].[C:57]([O:61][C:62]([N:64]([C:66]1[CH:67]=[C:68]([CH:78]=[CH:79][C:80]=1[N+:81]([O-:83])=[O:82])[O:69][C:70]1[CH:75]=[CH:74][C:73]([CH2:76][SH:77])=[CH:72][N:71]=1)[CH3:65])=[O:63])([CH3:60])([CH3:59])[CH3:58].C(=O)([O-])[O-].[K+].[K+]. The catalyst class is: 9. (6) The catalyst class is: 9. Reactant: [N+](C1C=CC(S(O[CH:14]2[CH2:17][N:16]([C:18]3[S:19][C:20]4[CH:26]=[C:25]([C:27]5[CH:28]=[N:29][N:30]([CH3:32])[CH:31]=5)[CH:24]=[CH:23][C:21]=4[N:22]=3)[CH2:15]2)(=O)=O)=CC=1)([O-])=O.[NH:33]1[CH2:38][CH2:37][CH2:36][CH2:35][CH2:34]1. Product: [CH3:32][N:30]1[CH:31]=[C:27]([C:25]2[CH:24]=[CH:23][C:21]3[N:22]=[C:18]([N:16]4[CH2:17][CH:14]([N:33]5[CH2:38][CH2:37][CH2:36][CH2:35][CH2:34]5)[CH2:15]4)[S:19][C:20]=3[CH:26]=2)[CH:28]=[N:29]1.